Dataset: Experimentally validated miRNA-target interactions with 360,000+ pairs, plus equal number of negative samples. Task: Binary Classification. Given a miRNA mature sequence and a target amino acid sequence, predict their likelihood of interaction. Result: 1 (interaction). The miRNA is hsa-miR-7162-3p with sequence UCUGAGGUGGAACAGCAGC. The protein sequence of the target gene is MGNSYAGQLKTTRFEEVLHNSIEASLRSNNLVPRPIFSQLYLEAEQQLAALEGGSRVDNEEEEEEGEGGLETNGPPNPFQLHPLPEGCCTTDGFCQAGKDLRLVSISNEPMDVPAGFLLVGVKSPSLPDHLLVCAVDKRFLPDDNGHNALLGFSGNCVGCGKKGFCYFTEFSNHINLKLTTQPKKQKHLKYYLVRNAQGTLTKGPLICWKGSEFRSRQIPASTCSSSLFPALESTAAFPSEPVPGTNPSILMGAQQAGPASDHPSLNAAMGPAVFNGKDSPKCQQLAKNNLLALPRPSAL....